This data is from Catalyst prediction with 721,799 reactions and 888 catalyst types from USPTO. The task is: Predict which catalyst facilitates the given reaction. (1) Reactant: [CH2:1](I)[CH3:2].[CH2:4]([O:6][C:7](=[O:16])[C:8]1[CH:13]=[CH:12][C:11]([I:14])=[C:10]([OH:15])[CH:9]=1)[CH3:5].C([O-])([O-])=O.[K+].[K+]. Product: [CH2:4]([O:6][C:7](=[O:16])[C:8]1[CH:13]=[CH:12][C:11]([I:14])=[C:10]([O:15][CH2:1][CH3:2])[CH:9]=1)[CH3:5]. The catalyst class is: 10. (2) Reactant: [CH3:1][CH:2]([C:16](=[O:28])[CH:17]=[CH:18][C:19]1[CH:24]=[CH:23][C:22]([OH:25])=[C:21]([O:26][CH3:27])[CH:20]=1)[C:3](=[O:15])[CH:4]=[CH:5][C:6]1[CH:11]=[CH:10][C:9]([OH:12])=[C:8]([O:13][CH3:14])[CH:7]=1. Product: [CH3:1][CH:2]([C:3](=[O:15])[CH2:4][CH2:5][C:6]1[CH:11]=[CH:10][C:9]([OH:12])=[C:8]([O:13][CH3:14])[CH:7]=1)[C:16](=[O:28])[CH2:17][CH2:18][C:19]1[CH:24]=[CH:23][C:22]([OH:25])=[C:21]([O:26][CH3:27])[CH:20]=1. The catalyst class is: 153.